From a dataset of Peptide-MHC class I binding affinity with 185,985 pairs from IEDB/IMGT. Regression. Given a peptide amino acid sequence and an MHC pseudo amino acid sequence, predict their binding affinity value. This is MHC class I binding data. (1) The peptide sequence is IAVPTWRIPE. The MHC is Mamu-A2201 with pseudo-sequence Mamu-A2201. The binding affinity (normalized) is 0. (2) The peptide sequence is LTFLHTLYK. The MHC is HLA-B08:02 with pseudo-sequence HLA-B08:02. The binding affinity (normalized) is 0.0847. (3) The binding affinity (normalized) is 0.0847. The peptide sequence is VLYCVHQEI. The MHC is HLA-B08:03 with pseudo-sequence HLA-B08:03. (4) The peptide sequence is WRQEIGHPK. The MHC is HLA-B15:17 with pseudo-sequence HLA-B15:17. The binding affinity (normalized) is 0.0847. (5) The peptide sequence is RTLLLRVY. The MHC is Mamu-A02 with pseudo-sequence Mamu-A02. The binding affinity (normalized) is 0.786. (6) The peptide sequence is EEKRWIAV. The MHC is Mamu-A11 with pseudo-sequence Mamu-A11. The binding affinity (normalized) is 0.0661. (7) The peptide sequence is TVAHQVCPY. The MHC is HLA-A26:01 with pseudo-sequence HLA-A26:01. The binding affinity (normalized) is 0.560. (8) The peptide sequence is KVQEWYLSY. The MHC is HLA-B39:01 with pseudo-sequence HLA-B39:01. The binding affinity (normalized) is 0.587. (9) The peptide sequence is DQFGWYGRL. The binding affinity (normalized) is 0.466. The MHC is H-2-Kb with pseudo-sequence H-2-Kb.